The task is: Predict which catalyst facilitates the given reaction.. This data is from Catalyst prediction with 721,799 reactions and 888 catalyst types from USPTO. (1) Reactant: [N:1]1([CH2:7][CH2:8][NH2:9])[CH2:6][CH2:5][O:4][CH2:3][CH2:2]1.[Cl:10][C:11]1[CH:16]=[C:15]([N+:17]([O-:19])=[O:18])[C:14]([O:20][CH3:21])=[CH:13][C:12]=1[O:22][CH2:23][CH2:24]Cl.C(N(CC)CC)C.O. Product: [Cl:10][C:11]1[CH:16]=[C:15]([N+:17]([O-:19])=[O:18])[C:14]([O:20][CH3:21])=[CH:13][C:12]=1[O:22][CH2:23][CH2:24][NH:9][CH2:8][CH2:7][N:1]1[CH2:6][CH2:5][O:4][CH2:3][CH2:2]1. The catalyst class is: 23. (2) Reactant: [CH3:1][N:2]1[C:10]2[C:5](=[C:6]([CH3:11])[CH:7]=[CH:8][CH:9]=2)[C:4]([CH2:12][N:13](C)[CH3:14])=[CH:3]1.C[I:17]. Product: [I-:17].[CH3:1][N:2]1[C:10]2[C:5](=[C:6]([CH3:11])[CH:7]=[CH:8][CH:9]=2)[C:4]([CH2:12][NH2+:13][CH3:14])=[CH:3]1. The catalyst class is: 8. (3) Reactant: [NH2:1][C:2]1[CH:11]=[CH:10][C:5]2[N:6]=[C:7]([SH:9])[S:8][C:4]=2[CH:3]=1.[CH:12]1[CH:17]=[CH:16][C:15]([O:18][C:19](OC2C=CC=CC=2)=[N:20][C:21]#[N:22])=[CH:14][CH:13]=1. Product: [C:15]1([O:18][C:19](=[N:1][C:2]2[CH:11]=[CH:10][C:5]3[N:6]=[C:7]([SH:9])[S:8][C:4]=3[CH:3]=2)[NH:20][C:21]#[N:22])[CH:16]=[CH:17][CH:12]=[CH:13][CH:14]=1. The catalyst class is: 10. (4) Reactant: Cl[C:2]1[CH:7]=[CH:6][N:5]=[CH:4][C:3]=1[C:8]#[N:9].[CH3:10][O:11][C:12]1[CH:17]=[CH:16][C:15]([C:18]#[CH:19])=[CH:14][CH:13]=1.C(N(CC)CC)C.O. Product: [CH3:10][O:11][C:12]1[CH:17]=[CH:16][C:15]([C:18]#[C:19][C:2]2[CH:7]=[CH:6][N:5]=[CH:4][C:3]=2[C:8]#[N:9])=[CH:14][CH:13]=1. The catalyst class is: 9.